Predict the product of the given reaction. From a dataset of Forward reaction prediction with 1.9M reactions from USPTO patents (1976-2016). (1) Given the reactants Cl[C:2]([S:4]Cl)=[O:3].[Cl:6][C:7]1[CH:8]=[C:9]([CH2:13][C:14]([NH2:16])=[O:15])[CH:10]=[CH:11][CH:12]=1, predict the reaction product. The product is: [Cl:6][C:7]1[CH:8]=[C:9]([CH:10]=[CH:11][CH:12]=1)[CH2:13][C:14]1[O:15][C:2](=[O:3])[S:4][N:16]=1. (2) Given the reactants [N:1]1[CH:6]=[CH:5][N:4]=[CH:3][C:2]=1[CH2:7][CH2:8][C:9]([O:11][C:12]([CH3:15])([CH3:14])[CH3:13])=[O:10], predict the reaction product. The product is: [NH:1]1[CH2:6][CH2:5][NH:4][CH2:3][CH:2]1[CH2:7][CH2:8][C:9]([O:11][C:12]([CH3:15])([CH3:14])[CH3:13])=[O:10].